Task: Predict the reactants needed to synthesize the given product.. Dataset: Full USPTO retrosynthesis dataset with 1.9M reactions from patents (1976-2016) (1) Given the product [N:30]1([C:2]2[CH:3]=[C:4]([C:8]3[N:9]([C:13]4[N:22]=[CH:21][C:20]5[N:19]([CH3:23])[C:18](=[O:24])[C@:17]6([CH2:28][CH3:29])[CH2:25][CH2:26][CH2:27][N:16]6[C:15]=5[N:14]=4)[CH:10]=[CH:11][N:12]=3)[CH:5]=[CH:6][CH:7]=2)[CH:34]=[N:33][CH:32]=[N:31]1, predict the reactants needed to synthesize it. The reactants are: Br[C:2]1[CH:3]=[C:4]([C:8]2[N:9]([C:13]3[N:22]=[CH:21][C:20]4[N:19]([CH3:23])[C:18](=[O:24])[C@:17]5([CH2:28][CH3:29])[CH2:25][CH2:26][CH2:27][N:16]5[C:15]=4[N:14]=3)[CH:10]=[CH:11][N:12]=2)[CH:5]=[CH:6][CH:7]=1.[NH:30]1[CH:34]=[N:33][CH:32]=[N:31]1.CNC1CCCCC1NC.C([O-])([O-])=O.[Cs+].[Cs+]. (2) Given the product [ClH:22].[CH3:21][O:20][C:17]1[CH:16]=[N:15][C:14]([N:11]2[CH2:12][CH2:13][NH:8][CH2:9][CH2:10]2)=[N:19][CH:18]=1, predict the reactants needed to synthesize it. The reactants are: C(OC([N:8]1[CH2:13][CH2:12][N:11]([C:14]2[N:19]=[CH:18][C:17]([O:20][CH3:21])=[CH:16][N:15]=2)[CH2:10][CH2:9]1)=O)(C)(C)C.[ClH:22]. (3) Given the product [O:1]1[CH2:6][CH2:5][CH2:4][CH2:3][CH:2]1[CH:7]1[CH2:16][CH2:15][C:10]2([O:11][CH2:12][CH2:13][O:14]2)[CH2:9][CH2:8]1, predict the reactants needed to synthesize it. The reactants are: [O:1]1[CH2:6][CH:5]=[CH:4][CH2:3][CH:2]1[CH:7]1[CH2:16][CH2:15][C:10]2([O:14][CH2:13][CH2:12][O:11]2)[CH2:9][CH2:8]1.